From a dataset of Forward reaction prediction with 1.9M reactions from USPTO patents (1976-2016). Predict the product of the given reaction. (1) Given the reactants [Li+].C[Si]([N-][Si](C)(C)C)(C)C.[CH:11]1([S:14][C:15]2[CH:20]=[CH:19][C:18]([CH2:21][C:22]([N:24]([C@H:26]([CH3:35])[C@H:27]([OH:34])[C:28]3[CH:33]=[CH:32][CH:31]=[CH:30][CH:29]=3)[CH3:25])=[O:23])=[CH:17][CH:16]=2)[CH2:13][CH2:12]1.I[CH2:37][C@H:38]1[CH2:58][CH2:57][C:40]2([O:44][C@@H:43]([C:45]3[CH:50]=[CH:49][CH:48]=[CH:47][CH:46]=3)[C@H:42]([C:51]3[CH:56]=[CH:55][CH:54]=[CH:53][CH:52]=3)[O:41]2)[CH2:39]1.[NH4+].[Cl-], predict the reaction product. The product is: [CH:11]1([S:14][C:15]2[CH:16]=[CH:17][C:18]([C@@H:21]([CH2:37][C@H:38]3[CH2:58][CH2:57][C:40]4([O:44][C@@H:43]([C:45]5[CH:50]=[CH:49][CH:48]=[CH:47][CH:46]=5)[C@H:42]([C:51]5[CH:56]=[CH:55][CH:54]=[CH:53][CH:52]=5)[O:41]4)[CH2:39]3)[C:22]([N:24]([C@H:26]([CH3:35])[C@H:27]([OH:34])[C:28]3[CH:29]=[CH:30][CH:31]=[CH:32][CH:33]=3)[CH3:25])=[O:23])=[CH:19][CH:20]=2)[CH2:13][CH2:12]1. (2) Given the reactants [CH2:1]([O:3][C:4]([C:6]1[C:7]([CH3:18])=[N:8][N:9]([C:11]2[C:16](Br)=[CH:15][CH:14]=[CH:13][N:12]=2)[CH:10]=1)=[O:5])[CH3:2].P([O-])([O-])([O-])=O.[K+].[K+].[K+].[CH:27]1(B(O)O)[CH2:29][CH2:28]1, predict the reaction product. The product is: [CH2:1]([O:3][C:4]([C:6]1[C:7]([CH3:18])=[N:8][N:9]([C:11]2[C:16]([CH:27]3[CH2:29][CH2:28]3)=[CH:15][CH:14]=[CH:13][N:12]=2)[CH:10]=1)=[O:5])[CH3:2].